Predict the reaction yield, written as a fraction of the theoretical maximum amount of product (1.0 means a 100% yield; for example, 0.34 means a 34% yield). From a dataset of Reaction yield outcomes from USPTO patents with 853,638 reactions. (1) The reactants are CC(N=NC(C#N)(C)C)(C#N)C.C1C(=O)N(Br)C(=O)C1.[I:21][C:22]1[C:30]2[O:29][CH2:28][CH2:27][C:26]=2[CH:25]=[C:24]([S:31]([Cl:34])(=[O:33])=[O:32])[CH:23]=1.C(#N)C. The catalyst is ClC1C=CC=CC=1. The product is [I:21][C:22]1[C:30]2[O:29][CH:28]=[CH:27][C:26]=2[CH:25]=[C:24]([S:31]([Cl:34])(=[O:32])=[O:33])[CH:23]=1. The yield is 0.900. (2) The reactants are [NH2:1][CH2:2][C:3]1[O:4][CH:5]=[C:6]([O:10][CH2:11][C:12]2[CH:17]=[CH:16][CH:15]=[CH:14][CH:13]=2)[C:7](=[O:9])[CH:8]=1.[Cl:18][C:19]1[CH:24]=[CH:23][CH:22]=[CH:21][C:20]=1[S:25](Cl)(=[O:27])=[O:26].C(OC1C(=O)C=C(CNS(C2C=CC=CC=2)(=O)=O)OC=1)C1C=CC=CC=1. No catalyst specified. The product is [CH2:11]([O:10][C:6]1[C:7](=[O:9])[CH:8]=[C:3]([CH2:2][NH:1][S:25]([C:20]2[CH:21]=[CH:22][CH:23]=[CH:24][C:19]=2[Cl:18])(=[O:27])=[O:26])[O:4][CH:5]=1)[C:12]1[CH:17]=[CH:16][CH:15]=[CH:14][CH:13]=1. The yield is 0.592. (3) The reactants are [CH3:1][O:2][C:3]1[CH:4]=[C:5]2[C:9](=[CH:10][CH:11]=1)[NH:8][CH:7]=[CH:6]2.[C:12]1(B(O)O)[CH:17]=[CH:16][CH:15]=[CH:14][CH:13]=1. The catalyst is C(O)(=O)C.CC([O-])=O.CC([O-])=O.[Pd+2].C([O-])(=O)C.[Cu+2].C([O-])(=O)C. The product is [CH3:1][O:2][C:3]1[CH:4]=[C:5]2[C:9](=[CH:10][CH:11]=1)[NH:8][C:7]([C:12]1[CH:17]=[CH:16][CH:15]=[CH:14][CH:13]=1)=[CH:6]2. The yield is 0.240. (4) The reactants are [NH2:1][C:2]1[C:11]([N+:12]([O-])=O)=[CH:10][CH:9]=[C:8]([O:15][CH3:16])[C:3]=1[C:4]([O:6][CH3:7])=[O:5].[H][H].[Cl:19][C:20]([Cl:26])([Cl:25])[C:21](=N)OC. The catalyst is C(O)(=O)C.[Pd]. The product is [CH3:16][O:15][C:8]1[CH:9]=[CH:10][C:11]2[NH:12][C:21]([C:20]([Cl:26])([Cl:25])[Cl:19])=[N:1][C:2]=2[C:3]=1[C:4]([O:6][CH3:7])=[O:5]. The yield is 0.150. (5) The reactants are Br[C:2]1[CH:3]=[N:4][CH:5]=[C:6]2[C:11]=1[N:10]=[C:9]([C:12]([NH2:14])=[O:13])[CH:8]=[CH:7]2.[N:15]1([C:20]2[CH:25]=[CH:24][C:23](B(O)O)=[CH:22][CH:21]=2)[CH:19]=[CH:18][CH:17]=[N:16]1.C(=O)([O-])[O-].[Cs+].[Cs+]. The catalyst is O1CCOCC1.O.C1(P([C-]2C=CC=C2)C2C=CC=CC=2)C=CC=CC=1.[C-]1(P(C2C=CC=CC=2)C2C=CC=CC=2)C=CC=C1.[Fe+2].[Pd](Cl)Cl. The product is [N:15]1([C:20]2[CH:21]=[CH:22][C:23]([C:2]3[CH:3]=[N:4][CH:5]=[C:6]4[C:11]=3[N:10]=[C:9]([C:12]([NH2:14])=[O:13])[CH:8]=[CH:7]4)=[CH:24][CH:25]=2)[CH:19]=[CH:18][CH:17]=[N:16]1. The yield is 0.960. (6) The reactants are [Cl:1][C:2]1[CH:7]=[C:6]2[NH:8][C:9](=[O:31])[C:10]3([CH:15]([C:16]4[CH:21]=[CH:20][CH:19]=[C:18]([Cl:22])[CH:17]=4)[CH2:14][C:13](=[O:23])[NH:12][CH:11]3[C:24]3[CH:29]=[CH:28][CH:27]=[C:26](I)[CH:25]=3)[C:5]2=[CH:4][CH:3]=1.C[Si]([C:36]#[CH:37])(C)C.C(N(CC)CC)C. The catalyst is O1CCCC1.[Cu]I. The product is [Cl:1][C:2]1[CH:7]=[C:6]2[NH:8][C:9](=[O:31])[C:10]3([CH:15]([C:16]4[CH:21]=[CH:20][CH:19]=[C:18]([Cl:22])[CH:17]=4)[CH2:14][C:13](=[O:23])[NH:12][CH:11]3[C:24]3[CH:29]=[CH:28][CH:27]=[C:26]([C:36]#[CH:37])[CH:25]=3)[C:5]2=[CH:4][CH:3]=1. The yield is 0.520. (7) The reactants are [C:1]([C:4]1[CH:5]=[C:6]2[C:11](=[O:12])[O:10][C:8](=O)[C:7]2=[CH:13][CH:14]=1)([OH:3])=[O:2].[NH2:15][CH2:16][CH2:17][CH2:18][CH2:19][C:20]([OH:22])=[O:21]. No catalyst specified. The product is [C:1]([C:4]1[CH:5]=[C:6]2[C:11](=[O:12])[N:15]([CH2:16][CH2:17][CH2:18][CH2:19][C:20]([OH:22])=[O:21])[C:8](=[O:10])[C:7]2=[CH:13][CH:14]=1)([OH:3])=[O:2]. The yield is 0.720. (8) The reactants are [CH3:1][O:2][C:3]1[N:4]=[CH:5][C:6]2[C:7](=[CH2:13])[CH2:8][CH2:9][CH2:10][C:11]=2[CH:12]=1.[OH:14]I(C1C=CC=CC=1)OS(C1C=CC(C)=CC=1)(=O)=O. The catalyst is O.CO. The product is [CH3:1][O:2][C:3]1[N:4]=[CH:5][C:6]2[CH2:13][C:7](=[O:14])[CH2:8][CH2:9][CH2:10][C:11]=2[CH:12]=1. The yield is 0.670. (9) The catalyst is O.CC(C)=O. The yield is 1.00. The reactants are [C:1]([N:4]1[C:15]2[C:10](=[CH:11][CH:12]=[C:13]([Br:16])[CH:14]=2)[C:6]2([CH2:9]S[CH2:7]2)[CH2:5]1)(=[O:3])[CH3:2].CO.O[O:20][S:21]([O-:23])=O.[K+].[NH4+].[Cl-]. The product is [C:1]([N:4]1[C:15]2[C:10](=[CH:11][CH:12]=[C:13]([Br:16])[CH:14]=2)[C:6]2([CH2:9][S:21](=[O:23])(=[O:20])[CH2:7]2)[CH2:5]1)(=[O:3])[CH3:2]. (10) The reactants are [C:1]([C:3]1[C:4]([NH2:10])=[N:5][C:6]([NH2:9])=[CH:7][CH:8]=1)#[CH:2].C([C:18]1[CH:23]=[CH:22][C:21]([CH2:24][C:25](Cl)=NO)=[C:20]([S:29][C:30]2[CH:35]=[CH:34][CH:33]=[CH:32][CH:31]=2)C=1)C1C=CC=CC=1.[CH2:36]([N:38](CC)CC)[CH3:37].[O:43]1CCCC1. No catalyst specified. The product is [CH2:20]([S:29][C:30]1[CH:31]=[CH:32][C:33]([CH2:37][C:36]2[CH:2]=[C:1]([C:3]3[C:4]([NH2:10])=[N:5][C:6]([NH2:9])=[CH:7][CH:8]=3)[O:43][N:38]=2)=[CH:34][CH:35]=1)[C:21]1[CH:22]=[CH:23][CH:18]=[CH:25][CH:24]=1. The yield is 0.550.